Dataset: Forward reaction prediction with 1.9M reactions from USPTO patents (1976-2016). Task: Predict the product of the given reaction. (1) Given the reactants [CH3:1][C:2]1[N:3]([CH:14]2[CH2:19][CH2:18][O:17][CH2:16][CH2:15]2)[C:4]([C:7]2[CH:12]=[CH:11][N:10]=[C:9]([NH2:13])[N:8]=2)=[CH:5][N:6]=1.Br[C:21]1[CH:26]=[CH:25][C:24]([S:27]([N:30]2[CH2:35][CH2:34][N:33]([CH3:36])[CH2:32][CH2:31]2)(=[O:29])=[O:28])=[CH:23][CH:22]=1.C([O-])([O-])=O.[Cs+].[Cs+].CC(C1C=C(C(C)C)C(C2C=CC=CC=2P(C2CCCCC2)C2CCCCC2)=C(C(C)C)C=1)C, predict the reaction product. The product is: [CH3:36][N:33]1[CH2:34][CH2:35][N:30]([S:27]([C:24]2[CH:23]=[CH:22][C:21]([NH:13][C:9]3[N:8]=[C:7]([C:4]4[N:3]([CH:14]5[CH2:19][CH2:18][O:17][CH2:16][CH2:15]5)[C:2]([CH3:1])=[N:6][CH:5]=4)[CH:12]=[CH:11][N:10]=3)=[CH:26][CH:25]=2)(=[O:29])=[O:28])[CH2:31][CH2:32]1. (2) Given the reactants CC(C)([O-])C.[K+].[Br:7][C:8]1[C:9]([CH3:13])=[N:10][NH:11][CH:12]=1.[CH3:14][N:15]([CH3:20])[S:16](Cl)(=[O:18])=[O:17], predict the reaction product. The product is: [Br:7][C:8]1[C:9]([CH3:13])=[N:10][N:11]([S:16]([N:15]([CH3:20])[CH3:14])(=[O:18])=[O:17])[CH:12]=1. (3) The product is: [NH2:13][C@@H:14]([CH2:18][CH2:19][CH3:20])[C@H:15]([OH:17])[C:4]([N:6]([CH:7]1[CH2:9][CH2:8]1)[CH3:21])=[O:5]. Given the reactants N[C@@H](CC)[C@H](O)[C:4]([NH:6][CH:7]1[CH2:9][CH2:8]1)=[O:5].[NH2:13][C@@H:14]([CH2:18][CH2:19][CH3:20])[C:15]([OH:17])=O.[CH3:21]NC1CC1, predict the reaction product. (4) Given the reactants O[CH2:2][C:3]1[CH:8]=[CH:7][C:6]([C:9]2[N:13]=[N:12][NH:11][C:10]=2[C:14]#[N:15])=[CH:5][CH:4]=1.N1C=CC=CC=1.S(Cl)([Cl:24])=O, predict the reaction product. The product is: [Cl:24][CH2:2][C:3]1[CH:8]=[CH:7][C:6]([C:9]2[N:13]=[N:12][NH:11][C:10]=2[C:14]#[N:15])=[CH:5][CH:4]=1. (5) Given the reactants [C:1]([C:3]1[CH:4]=[C:5]([NH:9][C:10](=[O:33])[NH:11][C:12]2[CH:17]=[CH:16][C:15]([S:18]([NH:21][CH2:22][C:23]3[CH:28]=[CH:27][C:26]([S:29](=[O:32])(=[O:31])[NH2:30])=[CH:25][CH:24]=3)(=[O:20])=[O:19])=[CH:14][CH:13]=2)[CH:6]=[CH:7][CH:8]=1)#[N:2].[CH:34]1([CH2:37][N:38]2[CH2:43][CH2:42][NH:41][CH2:40][CH2:39]2)[CH2:36][CH2:35]1, predict the reaction product. The product is: [CH:34]1([CH2:37][N:38]2[CH2:43][CH2:42][N:41]([C:1](=[NH:2])[C:3]3[CH:4]=[C:5]([NH:9][C:10](=[O:33])[NH:11][C:12]4[CH:17]=[CH:16][C:15]([S:18]([NH:21][CH2:22][C:23]5[CH:28]=[CH:27][C:26]([S:29](=[O:31])(=[O:32])[NH2:30])=[CH:25][CH:24]=5)(=[O:20])=[O:19])=[CH:14][CH:13]=4)[CH:6]=[CH:7][CH:8]=3)[CH2:40][CH2:39]2)[CH2:36][CH2:35]1.